Dataset: Aqueous solubility values for 9,982 compounds from the AqSolDB database. Task: Regression/Classification. Given a drug SMILES string, predict its absorption, distribution, metabolism, or excretion properties. Task type varies by dataset: regression for continuous measurements (e.g., permeability, clearance, half-life) or binary classification for categorical outcomes (e.g., BBB penetration, CYP inhibition). For this dataset (solubility_aqsoldb), we predict Y. (1) The compound is Cc1c2ccccc2c2ccc3cccc4ccc1c2c43. The Y is -8.52 log mol/L. (2) The compound is Oc1c2ccccc2cc2ccccc12. The Y is -4.73 log mol/L. (3) The compound is CSc1nc(NC(C)C)nc(NC(C)C)n1. The Y is -3.86 log mol/L. (4) The Y is -2.84 log mol/L. The compound is CCN(CC)CC(OC(=O)c1ccc([N+](=O)[O-])cc1)c1ccccc1. (5) The molecule is Cc1ccc2c3c1CCCC3CN(C(N)=NO)C2. The Y is -1.20 log mol/L. (6) The molecule is NC(=S)Nc1cccc2ccccc12. The Y is -2.53 log mol/L. (7) The molecule is O=C(O)c1ccccc1[N+](=O)[O-]. The Y is -1.35 log mol/L. (8) The drug is O=P([O-])([O-])OP(=O)([O-])[O-].[Na+].[Na+].[Na+].[Na+]. The Y is -0.194 log mol/L.